This data is from hERG potassium channel inhibition data for cardiac toxicity prediction from Karim et al.. The task is: Regression/Classification. Given a drug SMILES string, predict its toxicity properties. Task type varies by dataset: regression for continuous values (e.g., LD50, hERG inhibition percentage) or binary classification for toxic/non-toxic outcomes (e.g., AMES mutagenicity, cardiotoxicity, hepatotoxicity). Dataset: herg_karim. (1) The drug is Cc1nc(C)c(-c2nnc(SCCCN3CCC4CC4(c4ccc(C(F)(F)F)cc4)CC3)n2C)o1. The result is 1 (blocker). (2) The compound is CCCCCCCN(CC)CC#CCOc1ccc(Cl)cc1. The result is 1 (blocker). (3) The molecule is Cc1onc(C(=O)N2[C@H]3CC[C@@H]2C[C@H](Nc2cc(=O)n(C)c4nccnc24)C3)c1C. The result is 0 (non-blocker). (4) The result is 1 (blocker). The compound is Cc1ccc2c(-c3nnc(SCCCN4CCc5cc6c(cc5CC4)N(S(C)(=O)=O)CCO6)n3C)cccc2n1. (5) The compound is COc1ccc(C2CN(CCc3ccc(OC)c(OC)c3)CC2CC(=O)Nc2cccc(Cl)c2)cc1. The result is 1 (blocker). (6) The molecule is C[NH+](C)CCCN1c2ccccc2Sc2ccc(Cl)cc21. The result is 1 (blocker). (7) The result is 1 (blocker). The drug is N#Cc1cnc(Nc2cc(N3CCC(N)CC3)ncn2)s1.